Dataset: CYP1A2 inhibition data for predicting drug metabolism from PubChem BioAssay. Task: Regression/Classification. Given a drug SMILES string, predict its absorption, distribution, metabolism, or excretion properties. Task type varies by dataset: regression for continuous measurements (e.g., permeability, clearance, half-life) or binary classification for categorical outcomes (e.g., BBB penetration, CYP inhibition). Dataset: cyp1a2_veith. (1) The drug is CCCS(=O)(=O)N1CCCC(C(=O)NCCCN(C)Cc2ccccc2)C1. The result is 0 (non-inhibitor). (2) The drug is C#CCCCO/N=C1/C[C@@H](O)[C@@H](O)[C@H]2[C@@H]1CC[C@@H]1C(=O)N(Cc3ccccc3)C(=O)[C@H]12. The result is 0 (non-inhibitor). (3) The drug is CC(=O)[C@@]1(O)CC[C@@H]2[C@@H]3CCC4=CC(=O)CC[C@@]4(C)[C@H]3CC[C@]21C. The result is 0 (non-inhibitor). (4) The molecule is O=C(O)c1c[nH]c(=S)n1-c1ccc(F)cc1. The result is 0 (non-inhibitor). (5) The drug is CCCCOC1(c2ccccc2)OC(=O)c2ccccc21. The result is 0 (non-inhibitor).